Dataset: NCI-60 drug combinations with 297,098 pairs across 59 cell lines. Task: Regression. Given two drug SMILES strings and cell line genomic features, predict the synergy score measuring deviation from expected non-interaction effect. (1) Drug 1: CC1=C2C(C(=O)C3(C(CC4C(C3C(C(C2(C)C)(CC1OC(=O)C(C(C5=CC=CC=C5)NC(=O)OC(C)(C)C)O)O)OC(=O)C6=CC=CC=C6)(CO4)OC(=O)C)OC)C)OC. Drug 2: C1=CC(=CC=C1CCC2=CNC3=C2C(=O)NC(=N3)N)C(=O)NC(CCC(=O)O)C(=O)O. Cell line: ACHN. Synergy scores: CSS=33.6, Synergy_ZIP=-8.85, Synergy_Bliss=-8.58, Synergy_Loewe=-7.83, Synergy_HSA=-2.38. (2) Drug 1: C1=CC(=CC=C1CC(C(=O)O)N)N(CCCl)CCCl.Cl. Drug 2: C1=NC2=C(N=C(N=C2N1C3C(C(C(O3)CO)O)F)Cl)N. Cell line: U251. Synergy scores: CSS=29.2, Synergy_ZIP=-5.68, Synergy_Bliss=-2.17, Synergy_Loewe=-2.11, Synergy_HSA=-0.484. (3) Synergy scores: CSS=2.69, Synergy_ZIP=-0.769, Synergy_Bliss=-0.474, Synergy_Loewe=0.180, Synergy_HSA=-0.809. Drug 2: COC1=C2C(=CC3=C1OC=C3)C=CC(=O)O2. Cell line: RXF 393. Drug 1: C1CC(=O)NC(=O)C1N2C(=O)C3=CC=CC=C3C2=O.